This data is from Full USPTO retrosynthesis dataset with 1.9M reactions from patents (1976-2016). The task is: Predict the reactants needed to synthesize the given product. (1) Given the product [Cl:1][C:2]1[C:7]2[N:8]=[C:16]([CH3:17])[N:9]([CH3:10])[C:6]=2[CH:5]=[CH:4][N:3]=1, predict the reactants needed to synthesize it. The reactants are: [Cl:1][C:2]1[C:7]([NH2:8])=[C:6]([NH:9][CH3:10])[CH:5]=[CH:4][N:3]=1.O.C(O[C:16](=O)[CH3:17])(=O)C. (2) Given the product [OH:22][N:21]=[C:17]1[CH2:18][CH2:19][N:14]([C:2]2([CH3:1])[CH2:6][CH2:5][N:4]([C:7]([O:9][C:10]([CH3:13])([CH3:12])[CH3:11])=[O:8])[CH2:3]2)[CH2:15][CH2:16]1, predict the reactants needed to synthesize it. The reactants are: [CH3:1][C:2]1([N:14]2[CH2:19][CH2:18][C:17](=O)[CH2:16][CH2:15]2)[CH2:6][CH2:5][N:4]([C:7]([O:9][C:10]([CH3:13])([CH3:12])[CH3:11])=[O:8])[CH2:3]1.[NH2:21][OH:22].C([O-])(=O)C.[Na+].C([O-])([O-])=O.[K+].[K+].